Dataset: Reaction yield outcomes from USPTO patents with 853,638 reactions. Task: Predict the reaction yield, written as a fraction of the theoretical maximum amount of product (1.0 means a 100% yield; for example, 0.34 means a 34% yield). (1) The reactants are [NH2:1][C:2]1[CH:3]=[C:4]2[C:8](=[CH:9][CH:10]=1)[NH:7][C:6]([C:11]([CH3:22])([CH3:21])[CH2:12][NH:13][C:14](=[O:20])[O:15][C:16]([CH3:19])([CH3:18])[CH3:17])=[CH:5]2.[O:23]1[C:27]2[CH:28]=[C:29]([C:32]3([C:35](O)=[O:36])[CH2:34][CH2:33]3)[CH:30]=[CH:31][C:26]=2[O:25][CH2:24]1.C(Cl)CCl.C1C=CC2N(O)N=NC=2C=1.CCN(CC)CC. The catalyst is CN(C=O)C.O. The product is [O:25]1[C:26]2[CH:31]=[CH:30][C:29]([C:32]3([C:35]([NH:1][C:2]4[CH:3]=[C:4]5[C:8](=[CH:9][CH:10]=4)[NH:7][C:6]([C:11]([CH3:22])([CH3:21])[CH2:12][NH:13][C:14](=[O:20])[O:15][C:16]([CH3:17])([CH3:19])[CH3:18])=[CH:5]5)=[O:36])[CH2:33][CH2:34]3)=[CH:28][C:27]=2[O:23][CH2:24]1. The yield is 0.940. (2) The reactants are [CH3:1][C@@H:2]1[C:31]([CH3:33])([CH3:32])[O:30][C@@:4]2([O:8][C@H:7]3[CH2:9][C@H:10]4[C@@H:15]5[CH2:16][CH2:17][C@H:18]6[CH2:23][C@H:22]([OH:24])[CH2:21][CH2:20][C@:19]6([CH3:25])[C@H:14]5[C@@H:13]([OH:26])[CH2:12][C@:11]4([CH3:27])[C@H:6]3[C@:5]2([OH:29])[CH3:28])[CH2:3]1.[CH3:34][C@@H:35]1[C:64]([CH3:66])([CH3:65])[O:63][C@:37]2([O:41][C@H:40]3[CH2:42][C@H:43]4[C@@H:48]5[CH2:49][CH2:50][C@H:51]6[CH2:56][C@H:55]([OH:57])[CH2:54][CH2:53][C@:52]6([CH3:58])[C@H:47]5[C@@H:46]([OH:59])[CH2:45][C@:44]4([CH3:60])[C@H:39]3[C@:38]2([OH:62])[CH3:61])[CH2:36]1. No catalyst specified. The product is [CH3:1][C@@H:2]1[C:31]([CH3:32])([CH3:33])[O:30][C@@:4]2([O:8][C@H:7]3[CH2:9][C@H:10]4[C@@H:15]5[CH2:16][CH2:17][C@H:18]6[CH2:23][C@H:22]([OH:24])[CH2:21][CH2:20][C@:19]6([CH3:25])[C@H:14]5[C:13](=[O:26])[CH2:12][C@:11]4([CH3:27])[C@H:6]3[C@:5]2([OH:29])[CH3:28])[CH2:3]1.[CH3:34][C@@H:35]1[C:64]([CH3:65])([CH3:66])[O:63][C@@:37]2([O:41][C@H:40]3[CH2:42][C@H:43]4[C@@H:48]5[CH2:49][CH2:50][C@H:51]6[CH2:56][C:55](=[O:57])[CH2:54][CH2:53][C@:52]6([CH3:58])[C@H:47]5[C:46](=[O:59])[CH2:45][C@:44]4([CH3:60])[C@H:39]3[C@:38]2([OH:62])[CH3:61])[CH2:36]1. The yield is 0.400. (3) The reactants are [C:1]([O:5][C:6](=[O:58])[CH2:7][N:8]1[CH:12]=[CH:11][N:10]=[C:9]1[CH2:13][N:14]([CH2:44][C:45]1[N:46]([CH2:50][C:51](=[O:57])[O:52][C:53]([CH3:56])([CH3:55])[CH3:54])[CH:47]=[CH:48][N:49]=1)[CH2:15][CH2:16][CH2:17][CH2:18][C@H:19]([NH:27][C:28](=[O:43])[NH:29][C@H:30]([C:36]([O:38][C:39]([CH3:42])([CH3:41])[CH3:40])=[O:37])[CH2:31][CH2:32][C:33](O)=[O:34])[C:20]([O:22][C:23]([CH3:26])([CH3:25])[CH3:24])=[O:21])([CH3:4])([CH3:3])[CH3:2].[NH2:59][CH2:60][CH2:61][C:62]1[CH:67]=[CH:66][C:65]([S:68]([NH2:71])(=[O:70])=[O:69])=[CH:64][CH:63]=1.CCN(C(C)C)C(C)C. The catalyst is CN(C=O)C. The product is [C:53]([O:52][C:51](=[O:57])[CH2:50][N:46]1[CH:47]=[CH:48][N:49]=[C:45]1[CH2:44][N:14]([CH2:13][C:9]1[N:8]([CH2:7][C:6](=[O:58])[O:5][C:1]([CH3:4])([CH3:3])[CH3:2])[CH:12]=[CH:11][N:10]=1)[CH2:15][CH2:16][CH2:17][CH2:18][C@H:19]([NH:27][C:28]([NH:29][C@@H:30]([CH2:31][CH2:32][C:33](=[O:34])[NH:59][CH2:60][CH2:61][C:62]1[CH:63]=[CH:64][C:65]([S:68](=[O:69])(=[O:70])[NH2:71])=[CH:66][CH:67]=1)[C:36]([O:38][C:39]([CH3:40])([CH3:41])[CH3:42])=[O:37])=[O:43])[C:20]([O:22][C:23]([CH3:26])([CH3:25])[CH3:24])=[O:21])([CH3:54])([CH3:55])[CH3:56]. The yield is 1.00. (4) The reactants are Br[C:2]1[CH:11]=[N:10][CH:9]=[C:8]2[C:3]=1[CH:4]=[C:5]([C:12]([NH:14][CH2:15][C:16]([F:19])([F:18])[F:17])=[O:13])[CH:6]=[N:7]2.[F:20][C:21]1[CH:26]=[CH:25][C:24](B(O)O)=[CH:23][CH:22]=1.C(=O)([O-])[O-].[Cs+].[Cs+]. The catalyst is O1CCOCC1.O.C1(P([C-]2C=CC=C2)C2C=CC=CC=2)C=CC=CC=1.[C-]1(P(C2C=CC=CC=2)C2C=CC=CC=2)C=CC=C1.[Fe+2].[Pd](Cl)Cl. The product is [F:20][C:21]1[CH:26]=[CH:25][C:24]([C:2]2[CH:11]=[N:10][CH:9]=[C:8]3[C:3]=2[CH:4]=[C:5]([C:12]([NH:14][CH2:15][C:16]([F:19])([F:18])[F:17])=[O:13])[CH:6]=[N:7]3)=[CH:23][CH:22]=1. The yield is 0.440. (5) The reactants are [F:1][C:2]([F:45])([F:44])[C:3]1[CH:4]=[C:5]([C:13]([CH3:43])([CH3:42])[C:14]([N:16]([C:18]2[CH:19]=[N:20][C:21]([C:31]#[C:32][CH2:33][O:34][Si](C(C)(C)C)(C)C)=[CH:22][C:23]=2[C:24]2[CH:29]=[CH:28][CH:27]=[CH:26][C:25]=2[CH3:30])[CH3:17])=[O:15])[CH:6]=[C:7]([C:9]([F:12])([F:11])[F:10])[CH:8]=1.[F-].C([N+](CCCC)(CCCC)CCCC)CCC.O. The catalyst is O1CCCC1. The product is [F:12][C:9]([F:10])([F:11])[C:7]1[CH:6]=[C:5]([C:13]([CH3:42])([CH3:43])[C:14]([N:16]([C:18]2[CH:19]=[N:20][C:21]([C:31]#[C:32][CH2:33][OH:34])=[CH:22][C:23]=2[C:24]2[CH:29]=[CH:28][CH:27]=[CH:26][C:25]=2[CH3:30])[CH3:17])=[O:15])[CH:4]=[C:3]([C:2]([F:1])([F:44])[F:45])[CH:8]=1. The yield is 0.600.